Task: Predict the reactants needed to synthesize the given product.. Dataset: Full USPTO retrosynthesis dataset with 1.9M reactions from patents (1976-2016) (1) Given the product [F:1][C:2]1[CH:3]=[C:4]([CH:15]([CH3:20])[C:16]([O:18][CH3:19])=[O:17])[CH:5]=[CH:6][C:7]=1[C:8]1[CH:13]=[CH:12][CH:11]=[C:10]([O:14][C:30](=[O:31])[NH:29][CH2:21][CH2:22][CH2:23][CH2:24][CH2:25][CH2:26][CH2:27][CH3:28])[CH:9]=1, predict the reactants needed to synthesize it. The reactants are: [F:1][C:2]1[CH:3]=[C:4]([CH:15]([CH3:20])[C:16]([O:18][CH3:19])=[O:17])[CH:5]=[CH:6][C:7]=1[C:8]1[CH:13]=[CH:12][CH:11]=[C:10]([OH:14])[CH:9]=1.[CH2:21]([N:29]=[C:30]=[O:31])[CH2:22][CH2:23][CH2:24][CH2:25][CH2:26][CH2:27][CH3:28]. (2) Given the product [F:1][C:2]1[CH:10]=[C:9]([C:25]#[N:26])[C:8]2[C:7](=[O:12])[N:6]([CH2:13][C:14]3[CH:19]=[CH:18][C:17]([O:20][C:21]([F:24])([F:23])[F:22])=[CH:16][CH:15]=3)[CH2:5][C:4]=2[CH:3]=1, predict the reactants needed to synthesize it. The reactants are: [F:1][C:2]1[CH:3]=[C:4]2[C:8](=[C:9](I)[CH:10]=1)[C:7](=[O:12])[N:6]([CH2:13][C:14]1[CH:19]=[CH:18][C:17]([O:20][C:21]([F:24])([F:23])[F:22])=[CH:16][CH:15]=1)[CH2:5]2.[C-:25]#[N:26].[Na+]. (3) Given the product [Cl:1][C:2]1[C:10]2[CH2:11][CH2:12][NH:13][CH2:14][CH2:15][N:8]3[C:9]=2[C:5]([C:6]2[CH2:21][CH2:20][CH2:19][CH2:18][CH2:17][C:7]=23)=[CH:4][CH:3]=1, predict the reactants needed to synthesize it. The reactants are: [Cl:1][C:2]1[C:10]2[CH2:11][CH2:12][N:13](C)[CH2:14][CH2:15][N:8]3[C:9]=2[C:5]([C:6]2[CH2:21][CH2:20][CH2:19][CH2:18][CH2:17][C:7]=23)=[CH:4][CH:3]=1.ClC(OC(Cl)C)=O. (4) The reactants are: C[O:2][C:3]([C:5]1[CH:6]=[C:7]([CH:24]=[CH:25][CH:26]=1)[CH2:8][O:9][C:10]1[CH:11]=[C:12]([C:20]([O:22]C)=[O:21])[CH:13]=[C:14]([CH:19]=1)[C:15]([O:17]C)=[O:16])=[O:4].[OH-].[K+]. Given the product [C:3]([C:5]1[CH:6]=[C:7]([CH:24]=[CH:25][CH:26]=1)[CH2:8][O:9][C:10]1[CH:11]=[C:12]([C:20]([OH:22])=[O:21])[CH:13]=[C:14]([CH:19]=1)[C:15]([OH:17])=[O:16])([OH:4])=[O:2], predict the reactants needed to synthesize it. (5) Given the product [ClH:13].[NH:1]1[CH:8]=[CH:7][C:5]([NH2:6])=[N:4][C:2]1=[O:3].[NH:1]1[CH:8]=[CH:7][C:5]([NH2:6])=[N:4][C:2]1=[O:3], predict the reactants needed to synthesize it. The reactants are: [NH:1]1[CH:8]=[CH:7][C:5]([NH2:6])=[N:4][C:2]1=[O:3].CO.[BH4-].[Na+].[ClH:13].